This data is from Reaction yield outcomes from USPTO patents with 853,638 reactions. The task is: Predict the reaction yield, written as a fraction of the theoretical maximum amount of product (1.0 means a 100% yield; for example, 0.34 means a 34% yield). (1) The reactants are C([Cl:4])(=O)C.C(OC(=O)[NH:11][C:12]1[CH:17]=[CH:16][CH:15]=[C:14]([N:18]([CH3:26])[CH:19]2[CH2:24][CH2:23][N:22]([CH3:25])[CH2:21][CH2:20]2)[CH:13]=1)(C)(C)C. The catalyst is CO. The product is [ClH:4].[ClH:4].[ClH:4].[CH3:25][N:22]1[CH2:21][CH2:20][CH:19]([N:18]([C:14]2[CH:15]=[CH:16][CH:17]=[C:12]([NH2:11])[CH:13]=2)[CH3:26])[CH2:24][CH2:23]1. The yield is 0.660. (2) The reactants are [Br:1][C:2]1[CH:3]=[C:4]([C:8]2([C:11]3[CH:16]=[CH:15][CH:14]=[C:13]([Br:17])[CH:12]=3)[CH2:10][O:9]2)[CH:5]=[CH:6][CH:7]=1.O.C1(C)C=CC(S(O)(=O)=O)=CC=1.C=O.[C:32]([O-])([O-])=[O:33].[K+].[K+]. The catalyst is C1(C)C=CC=CC=1.O. The product is [Br:1][C:2]1[CH:3]=[C:4]([C:8]([C:11]2[CH:16]=[CH:15][CH:14]=[C:13]([Br:17])[CH:12]=2)([CH2:32][OH:33])[CH2:10][OH:9])[CH:5]=[CH:6][CH:7]=1. The yield is 0.570. (3) The reactants are [CH2:1]([O:3][C:4]1[C:12]([CH:13]([CH3:15])[CH3:14])=[CH:11][CH:10]=[CH:9][C:5]=1[CH2:6]CN)[CH3:2].C(N(C(C)C)CC)(C)C.[OH2:25].O[N:27]1[C:31]2[CH:32]=[CH:33][CH:34]=[CH:35][C:30]=2N=N1.Cl.[CH3:37][N:38](C)[CH2:39][CH2:40][CH2:41]N=C=NCC.C[N:49]([CH:51]=[O:52])[CH3:50]. The catalyst is O. The product is [CH2:1]([O:3][C:4]1[C:12]([CH:13]([CH3:14])[CH3:15])=[CH:11][CH:10]=[CH:9][C:5]=1[CH2:6][N:38]([CH3:37])[C:39](=[O:25])/[CH:40]=[CH:41]/[C:32]1[CH:31]=[N:27][C:50]2[NH:49][C:51](=[O:52])[CH2:30][CH2:35][C:34]=2[CH:33]=1)[CH3:2]. The yield is 0.520.